This data is from Drug-target binding data from BindingDB using IC50 measurements. The task is: Regression. Given a target protein amino acid sequence and a drug SMILES string, predict the binding affinity score between them. We predict pIC50 (pIC50 = -log10(IC50 in M); higher means more potent). Dataset: bindingdb_ic50. The small molecule is COc1ccc(C[C@H](NC(=O)[C@@H](C)NC(=O)C2=C(C)c3ccccc3C2)C(=O)N[C@@H](CC2CCCCC2)C(=O)[C@@]2(C)CO2)cc1. The target protein (P40306) has sequence MLKPALEPRGGFSFENCQRNASLERVLPGLKVPHARKTGTTIAGLVFQDGVILGADTRATNDSVVADKSCEKIHFIAPKIYCCGAGVAADAEMTTRMVASKMELHALSTGREPRVATVTRILRQTLFRYQGHVGASLIVGGVDLTGPQLYGVHPHGSYSRLPFTALGSGQDAALAVLEDRFQPNMTLEAAQGLLVEAVTAGILGDLGSGGNVDACVITKTGAKLLRTLSSPTEPVKRSGRYHFVPGTTAVLTQTVKPLTLELVEETVQAMEVE. The pIC50 is 4.0.